Dataset: Catalyst prediction with 721,799 reactions and 888 catalyst types from USPTO. Task: Predict which catalyst facilitates the given reaction. Reactant: Cl[C:2]1[CH:11]=[C:10]([NH:12][C:13]2[C:18]([Cl:19])=[CH:17][N:16]=[CH:15][C:14]=2[Cl:20])[C:9]2[C:4](=[C:5]([O:23][CH:24]3[CH2:28][CH2:27][CH2:26][CH2:25]3)[C:6]([O:21][CH3:22])=[CH:7][CH:8]=2)[N:3]=1. Product: [CH:24]1([O:23][C:5]2[C:6]([O:21][CH3:22])=[CH:7][CH:8]=[C:9]3[C:4]=2[N:3]=[C:2]([O:21][CH2:6][CH2:5][OH:23])[CH:11]=[C:10]3[NH:12][C:13]2[C:18]([Cl:19])=[CH:17][N:16]=[CH:15][C:14]=2[Cl:20])[CH2:25][CH2:26][CH2:27][CH2:28]1. The catalyst class is: 196.